From a dataset of Forward reaction prediction with 1.9M reactions from USPTO patents (1976-2016). Predict the product of the given reaction. Given the reactants C([Sn](CCCC)(CCCC)C1CCCC=C1)CCC.[Li][CH2:21][CH2:22][CH2:23][CH3:24].[CH3:25][C@@:26]12[O:34][C:32](=[O:33])[C@:31]1([C@@H:35]([OH:42])[C@@H:36]1[CH:41]=[CH:40][CH2:39][CH2:38][CH2:37]1)[NH:30][C:28](=[O:29])[C@@H:27]2[CH2:43][CH2:44][Cl:45].[CH2:46]1[CH2:50][O:49][CH2:48][CH2:47]1, predict the reaction product. The product is: [Cl:45][CH2:44][CH2:43][CH:27]1[C:26]2([CH3:25])[C:31]([CH:35]([CH:36]3[CH2:37][CH2:38][CH2:39][CH:40]=[CH:41]3)[OH:42])([C:32](=[O:33])[O:34]2)[N:30]([CH2:24][C:23]2[CH:46]=[CH:47][C:48]([O:49][CH3:50])=[CH:21][CH:22]=2)[C:28]1=[O:29].